This data is from Forward reaction prediction with 1.9M reactions from USPTO patents (1976-2016). The task is: Predict the product of the given reaction. (1) Given the reactants [F:1][C:2]1[CH:7]=[CH:6][C:5]([O:8][CH3:9])=[C:4]([N+:10]([O-])=O)[CH:3]=1.NC1C2N=C(CO)NC=2C=CC=1, predict the reaction product. The product is: [F:1][C:2]1[CH:7]=[CH:6][C:5]([O:8][CH3:9])=[C:4]([NH2:10])[CH:3]=1. (2) Given the reactants [NH:1]([C:3]1[N:8]([CH2:9][CH:10]([CH3:12])[CH3:11])[C:7](=[O:13])[N:6]([CH3:14])[C:5](=[O:15])[CH:4]=1)[NH2:2].[C:16]1([CH:26]=O)[C:25]2[C:20](=[CH:21][CH:22]=[CH:23][CH:24]=2)[CH:19]=[CH:18][CH:17]=1.[S:28]1[CH:32]=[CH:31][CH:30]=[C:29]1[CH:33]=O, predict the reaction product. The product is: [CH2:9]([N:8]1[C:3]2=[N:1][N:2]([CH2:26][C:16]3[C:25]4[C:20](=[CH:21][CH:22]=[CH:23][CH:24]=4)[CH:19]=[CH:18][CH:17]=3)[C:33]([C:29]3[S:28][CH:32]=[CH:31][CH:30]=3)=[C:4]2[C:5](=[O:15])[N:6]([CH3:14])[C:7]1=[O:13])[CH:10]([CH3:11])[CH3:12]. (3) Given the reactants C([O-])=O.[K+].[F:5][C:6]([F:21])([F:20])[C:7]1[CH:8]=[C:9]([C:17](=[O:19])[CH3:18])[CH:10]=[C:11]([C:13]([F:16])([F:15])[F:14])[CH:12]=1, predict the reaction product. The product is: [F:5][C:6]([F:20])([F:21])[C:7]1[CH:8]=[C:9]([C@@H:17]([OH:19])[CH3:18])[CH:10]=[C:11]([C:13]([F:14])([F:15])[F:16])[CH:12]=1. (4) Given the reactants Br[C:2]1[CH:11]=[CH:10][C:9]([Cl:12])=[CH:8][C:3]=1[C:4]([O:6][CH3:7])=[O:5].[B-](F)(F)(F)[CH:14]=[CH2:15].[K+].C(=O)([O-])[O-].[Na+].[Na+], predict the reaction product. The product is: [Cl:12][C:9]1[CH:10]=[CH:11][C:2]([CH:14]=[CH2:15])=[C:3]([CH:8]=1)[C:4]([O:6][CH3:7])=[O:5]. (5) Given the reactants [Br:1][C:2]1[CH:7]=[CH:6][CH:5]=[CH:4][CH:3]=1.[C:8](Cl)(=[O:11])[CH:9]=[CH2:10].[Cl-].[Al+3].[Cl-].[Cl-], predict the reaction product. The product is: [C:8]([C:5]1[CH:6]=[CH:7][C:2]([Br:1])=[CH:3][CH:4]=1)(=[O:11])[CH:9]=[CH2:10]. (6) Given the reactants Br[CH2:2][CH:3]1[CH2:8][CH2:7][CH2:6][CH2:5][CH2:4]1.[CH2:9]([OH:12])[CH2:10][OH:11].[OH-].[Na+], predict the reaction product. The product is: [CH:3]1([CH2:2][O:11][CH2:10][CH2:9][OH:12])[CH2:8][CH2:7][CH2:6][CH2:5][CH2:4]1. (7) Given the reactants [CH2:1]([C:8]1[CH:13]=[CH:12][N:11]=[C:10]([CH2:14]O)[CH:9]=1)[C:2]1[CH:7]=[CH:6][CH:5]=[CH:4][CH:3]=1.O=S(Cl)[Cl:18], predict the reaction product. The product is: [CH2:1]([C:8]1[CH:13]=[CH:12][N:11]=[C:10]([CH2:14][Cl:18])[CH:9]=1)[C:2]1[CH:7]=[CH:6][CH:5]=[CH:4][CH:3]=1. (8) Given the reactants [CH2:1]([C@H:3]1[N:12]([C:13](=[O:22])[C:14]2[CH:19]=[CH:18][CH:17]=[C:16]([O:20]C)[CH:15]=2)[C:11]2[C:6](=[CH:7][C:8]([F:23])=[CH:9][CH:10]=2)[N:5]([CH3:24])[C:4]1=[O:25])[CH3:2].C([C@H]1N(C(=O)C2C=CC(O)=CC=2)C2C(=CC(F)=CC=2)N(C)C1=O)C, predict the reaction product. The product is: [CH2:1]([C@H:3]1[N:12]([C:13](=[O:22])[C:14]2[CH:19]=[CH:18][CH:17]=[C:16]([OH:20])[CH:15]=2)[C:11]2[C:6](=[CH:7][C:8]([F:23])=[CH:9][CH:10]=2)[N:5]([CH3:24])[C:4]1=[O:25])[CH3:2].